Dataset: Reaction yield outcomes from USPTO patents with 853,638 reactions. Task: Predict the reaction yield, written as a fraction of the theoretical maximum amount of product (1.0 means a 100% yield; for example, 0.34 means a 34% yield). (1) The reactants are [OH:1][CH2:2][C:3]1[C:8]([CH3:9])=[CH:7][CH:6]=[C:5]([CH3:10])[C:4]=1[CH2:11][OH:12]. The catalyst is [O-2].[Mn+4].[O-2].ClCCl. The product is [CH3:9][C:8]1[CH:7]=[CH:6][C:5]([CH3:10])=[C:4]2[C:3]=1[CH2:2][O:1][C:11]2=[O:12]. The yield is 0.920. (2) The yield is 0.300. The reactants are C(N(CCCC)CCCC)CCC.[F:14][C:15]([F:19])([F:18])[CH2:16][OH:17].[CH2:20]=[C:21]([C:26](OS(F)(=O)=O)([F:28])[F:27])[C:22]([F:25])([F:24])[F:23]. The catalyst is COCCOCCOC. The product is [CH2:20]=[C:21]([C:26]([O:17][CH2:16][C:15]([F:19])([F:18])[F:14])([F:28])[F:27])[C:22]([F:25])([F:24])[F:23].